Dataset: Peptide-MHC class I binding affinity with 185,985 pairs from IEDB/IMGT. Task: Regression. Given a peptide amino acid sequence and an MHC pseudo amino acid sequence, predict their binding affinity value. This is MHC class I binding data. (1) The peptide sequence is RPMTFKAAV. The MHC is HLA-B15:01 with pseudo-sequence HLA-B15:01. The binding affinity (normalized) is 0.0226. (2) The peptide sequence is GPRGRHVVL. The MHC is HLA-A69:01 with pseudo-sequence HLA-A69:01. The binding affinity (normalized) is 0.0847. (3) The peptide sequence is IQVTISSYK. The MHC is HLA-A31:01 with pseudo-sequence HLA-A31:01. The binding affinity (normalized) is 0.544. (4) The peptide sequence is AQIDNYNKF. The MHC is Patr-A0101 with pseudo-sequence Patr-A0101. The binding affinity (normalized) is 0.574. (5) The peptide sequence is LPMIIGEPI. The MHC is HLA-B07:02 with pseudo-sequence HLA-B07:02. The binding affinity (normalized) is 1.00. (6) The peptide sequence is YTSDYFISY. The MHC is HLA-A30:01 with pseudo-sequence HLA-A30:01. The binding affinity (normalized) is 0.0847.